From a dataset of Catalyst prediction with 721,799 reactions and 888 catalyst types from USPTO. Predict which catalyst facilitates the given reaction. (1) Reactant: [CH3:1][C:2]1([CH3:9])[O:6][CH:5]([CH2:7][NH2:8])[CH2:4][O:3]1.[S:10](Cl)([Cl:13])(=[O:12])=[O:11]. Product: [CH3:1][C:2]1([CH3:9])[O:6][C@@H:5]([CH2:7][NH:8][S:10]([Cl:13])(=[O:12])=[O:11])[CH2:4][O:3]1. The catalyst class is: 119. (2) Reactant: [OH-].[Na+].C1(C[O:10][C:11]([C:13]2([NH:19][C:20]([C:22]3[S:23][C:24]4[CH:30]=[CH:29][CH:28]=[CH:27][C:25]=4[CH:26]=3)=[O:21])[CH2:18][CH2:17][CH2:16][CH2:15][CH2:14]2)=[O:12])C=CC=CC=1.CCOCC. Product: [S:23]1[C:24]2[CH:30]=[CH:29][CH:28]=[CH:27][C:25]=2[CH:26]=[C:22]1[C:20]([NH:19][C:13]1([C:11]([OH:12])=[O:10])[CH2:18][CH2:17][CH2:16][CH2:15][CH2:14]1)=[O:21]. The catalyst class is: 7. (3) Reactant: [CH3:1][O:2][C:3]([C@H:5]1[CH2:10][CH2:9][C@H:8]([CH2:11][N:12]2[CH:17]=[CH:16][N:15](C(OCC3C=CC=CC=3)=O)[CH2:14][C:13]2=[O:28])[CH2:7][CH2:6]1)=[O:4]. Product: [CH3:1][O:2][C:3]([C@H:5]1[CH2:6][CH2:7][C@H:8]([CH2:11][N:12]2[CH2:17][CH2:16][NH:15][CH2:14][C:13]2=[O:28])[CH2:9][CH2:10]1)=[O:4]. The catalyst class is: 43. (4) Reactant: [NH2:1][C:2]1[C:15]2[C:6](=[CH:7][C:8]3[C:9]4[C:14]=2[C:13](=[O:16])[N:12]([CH2:17][CH2:18][N:19]([CH3:21])[CH3:20])[C:11](=[O:22])[C:10]=4[CH:23]=[CH:24][CH:25]=3)[CH:5]=[CH:4][CH:3]=1.[CH2:26]1[O:34][C:33]2[CH:32]=[CH:31][C:30]([N:35]=[C:36]=[O:37])=[CH:29][C:28]=2[O:27]1.C(Cl)Cl.CO. Product: [O:34]1[C:33]2[CH:32]=[CH:31][C:30]([NH:35][C:36]([NH:1][C:2]3[C:15]4[C:6](=[CH:7][C:8]5[C:9]6[C:14]=4[C:13](=[O:16])[N:12]([CH2:17][CH2:18][N:19]([CH3:20])[CH3:21])[C:11](=[O:22])[C:10]=6[CH:23]=[CH:24][CH:25]=5)[CH:5]=[CH:4][CH:3]=3)=[O:37])=[CH:29][C:28]=2[O:27][CH2:26]1. The catalyst class is: 10. (5) Reactant: [CH3:1][C:2]1[C:6]([C:7]([O:9][CH2:10][CH3:11])=[O:8])=[CH:5][NH:4][N:3]=1.C(=O)([O-])[O-].[K+].[K+].[Cl:18][C:19]1[N:24]=[C:23](Cl)[CH:22]=[CH:21][N:20]=1. Product: [Cl:18][C:19]1[N:24]=[C:23]([N:4]2[CH:5]=[C:6]([C:7]([O:9][CH2:10][CH3:11])=[O:8])[C:2]([CH3:1])=[N:3]2)[CH:22]=[CH:21][N:20]=1. The catalyst class is: 9. (6) Reactant: [Br:1][C:2]1[CH:17]=[CH:16][C:5]2[CH2:6][CH2:7][CH2:8][CH:9]([C:12]([O:14][CH3:15])=[O:13])[C:10](=[O:11])[C:4]=2[CH:3]=1.[BH4-].[Na+]. Product: [Br:1][C:2]1[CH:17]=[CH:16][C:5]2[CH2:6][CH2:7][CH2:8][CH:9]([C:12]([O:14][CH3:15])=[O:13])[CH:10]([OH:11])[C:4]=2[CH:3]=1. The catalyst class is: 5.